Dataset: Kir2.1 potassium channel HTS with 301,493 compounds. Task: Binary Classification. Given a drug SMILES string, predict its activity (active/inactive) in a high-throughput screening assay against a specified biological target. (1) The drug is o1c2c(c(=O)c(c1)/C=C\C(=O)C(OCC=C)=O)cccc2. The result is 0 (inactive). (2) The drug is O(C1C(N(C)C)CCC1)C(=O)C(c1ccccc1)c1ccccc1. The result is 0 (inactive). (3) The compound is O=C(Nc1cc2c(cc(N3CCN(CC3)CC)nc2cc1)C)c1cc(OC)cc(OC)c1. The result is 0 (inactive).